From a dataset of Peptide-MHC class II binding affinity with 134,281 pairs from IEDB. Regression. Given a peptide amino acid sequence and an MHC pseudo amino acid sequence, predict their binding affinity value. This is MHC class II binding data. (1) The peptide sequence is APGDSPNTDGIHIGD. The MHC is HLA-DQA10501-DQB10201 with pseudo-sequence HLA-DQA10501-DQB10201. The binding affinity (normalized) is 0.0455. (2) The MHC is DRB1_0405 with pseudo-sequence DRB1_0405. The peptide sequence is NYLALLVKYVNGDGD. The binding affinity (normalized) is 0.231. (3) The peptide sequence is VKIEYSGTNNKTMAV. The MHC is DRB5_0101 with pseudo-sequence DRB5_0101. The binding affinity (normalized) is 0.587. (4) The peptide sequence is EEDIEIIPIQEEEY. The binding affinity (normalized) is 0.0581. The MHC is DRB1_1501 with pseudo-sequence DRB1_1501. (5) The peptide sequence is EMQTSHTVTITVSVA. The MHC is H-2-IAd with pseudo-sequence H-2-IAd. The binding affinity (normalized) is 0.677. (6) The peptide sequence is GEIGAIALDFKPGTS. The MHC is DRB1_1501 with pseudo-sequence DRB1_1501. The binding affinity (normalized) is 0.115. (7) The peptide sequence is YESIDNILVKMFKTN. The MHC is HLA-DQA10102-DQB10602 with pseudo-sequence HLA-DQA10102-DQB10602. The binding affinity (normalized) is 0.390.